From a dataset of Full USPTO retrosynthesis dataset with 1.9M reactions from patents (1976-2016). Predict the reactants needed to synthesize the given product. Given the product [CH3:1][CH:2]1[C:11]2[C:6](=[CH:7][CH:8]=[CH:9][CH:10]=2)[C:5](=[N:14][OH:15])[CH2:4][CH2:3]1, predict the reactants needed to synthesize it. The reactants are: [CH3:1][CH:2]1[C:11]2[C:6](=[CH:7][CH:8]=[CH:9][CH:10]=2)[C:5](=O)[CH2:4][CH2:3]1.Cl.[NH2:14][OH:15].C([O-])(=O)C.[Na+].C(O)C.O.